From a dataset of Peptide-MHC class II binding affinity with 134,281 pairs from IEDB. Regression. Given a peptide amino acid sequence and an MHC pseudo amino acid sequence, predict their binding affinity value. This is MHC class II binding data. (1) The peptide sequence is IIGVLEQGKRTLTPQ. The MHC is DRB1_0401 with pseudo-sequence DRB1_0401. The binding affinity (normalized) is 0.109. (2) The peptide sequence is TIDGRGAEVHIGNGG. The MHC is HLA-DPA10103-DPB10401 with pseudo-sequence HLA-DPA10103-DPB10401. The binding affinity (normalized) is 0. (3) The peptide sequence is EKKYFANTQFEPLAA. The MHC is DRB1_1001 with pseudo-sequence DRB1_1001. The binding affinity (normalized) is 0.583. (4) The peptide sequence is DELQIVDKIDAAFKI. The MHC is DRB1_0401 with pseudo-sequence DRB1_0401. The binding affinity (normalized) is 0.437. (5) The peptide sequence is FVVFLVAAALGGLAA. The MHC is HLA-DQA10401-DQB10402 with pseudo-sequence HLA-DQA10401-DQB10402. The binding affinity (normalized) is 0.401. (6) The peptide sequence is AAGAATTAAGAASGA. The MHC is HLA-DQA10102-DQB10502 with pseudo-sequence HLA-DQA10102-DQB10502. The binding affinity (normalized) is 0.166.